This data is from Reaction yield outcomes from USPTO patents with 853,638 reactions. The task is: Predict the reaction yield, written as a fraction of the theoretical maximum amount of product (1.0 means a 100% yield; for example, 0.34 means a 34% yield). The reactants are [F:1][C:2]1([F:29])[CH2:7][CH2:6][CH:5]([C@@H:8]2[NH:27][C:12]3[NH:13][C:14](=[O:26])[N:15]([C:18]4[CH:23]=[C:22]([F:24])[CH:21]=[C:20]([F:25])[CH:19]=4)[C:16](=[O:17])[C:11]=3[C:10](=O)[CH2:9]2)[CH2:4][CH2:3]1.[Li+].[BH4-].O.CC#N. The catalyst is C1COCC1. The product is [F:29][C:2]1([F:1])[CH2:7][CH2:6][CH:5]([C@@H:8]2[NH:27][C:12]3[NH:13][C:14](=[O:26])[N:15]([C:18]4[CH:23]=[C:22]([F:24])[CH:21]=[C:20]([F:25])[CH:19]=4)[C:16](=[O:17])[C:11]=3[CH2:10][CH2:9]2)[CH2:4][CH2:3]1. The yield is 0.600.